Dataset: Forward reaction prediction with 1.9M reactions from USPTO patents (1976-2016). Task: Predict the product of the given reaction. (1) Given the reactants Cl[C:2]1[CH:7]=[C:6]([Cl:8])[N:5]=[CH:4][N:3]=1.CCN(C(C)C)C(C)C.[CH3:18][O:19][CH2:20][CH2:21][NH2:22].O, predict the reaction product. The product is: [Cl:8][C:6]1[N:5]=[CH:4][N:3]=[C:2]([NH:22][CH2:21][CH2:20][O:19][CH3:18])[CH:7]=1. (2) Given the reactants [C:1]([NH:5][C:6]1[C:7]([NH2:12])=[CH:8][CH:9]=[CH:10][CH:11]=1)([CH3:4])([CH3:3])[CH3:2].[C:13](N1C=CN=C1)(N1C=CN=C1)=[O:14].Cl, predict the reaction product. The product is: [C:1]([N:5]1[C:6]2[CH:11]=[CH:10][CH:9]=[CH:8][C:7]=2[NH:12][C:13]1=[O:14])([CH3:4])([CH3:2])[CH3:3]. (3) Given the reactants N1C=CC=CC=1.[OH:7][C:8]1[CH:9]=[C:10]2[C:14](=[CH:15][CH:16]=1)[N:13]([CH3:17])[C:12]([CH3:18])=[C:11]2[C:19]([OH:21])=[O:20].[C:22](OC(=O)C)(=[O:24])[CH3:23].Cl, predict the reaction product. The product is: [C:22]([O:7][C:8]1[CH:9]=[C:10]2[C:14](=[CH:15][CH:16]=1)[N:13]([CH3:17])[C:12]([CH3:18])=[C:11]2[C:19]([OH:21])=[O:20])(=[O:24])[CH3:23]. (4) Given the reactants [N:1]1([C:6]([C:8]2([C:11]3[CH:12]=[CH:13][C:14]([Cl:20])=[C:15]([N+:17]([O-])=O)[CH:16]=3)[CH2:10][CH2:9]2)=[O:7])[CH2:5][CH2:4][CH2:3][CH2:2]1.C(O)C.C.[H][H], predict the reaction product. The product is: [N:1]1([C:6]([C:8]2([C:11]3[CH:12]=[CH:13][C:14]([Cl:20])=[C:15]([CH:16]=3)[NH2:17])[CH2:10][CH2:9]2)=[O:7])[CH2:5][CH2:4][CH2:3][CH2:2]1. (5) Given the reactants [C:1]([O:5][C:6](=[O:23])[NH:7][C:8]1[CH:13]=[CH:12][C:11]([CH:14]([CH2:19][N:20]=[N+]=[N-])[CH2:15][N:16]=[N+]=[N-])=[CH:10][CH:9]=1)([CH3:4])([CH3:3])[CH3:2], predict the reaction product. The product is: [C:1]([O:5][C:6](=[O:23])[NH:7][C:8]1[CH:13]=[CH:12][C:11]([CH:14]([CH2:15][NH2:16])[CH2:19][NH2:20])=[CH:10][CH:9]=1)([CH3:4])([CH3:2])[CH3:3]. (6) Given the reactants [CH3:1][O:2][C:3]([C@H:5]1[NH:21][C:20](=[O:22])[C@H:19]([CH2:23][CH:24]([CH3:26])[CH3:25])[NH:18][C:17](=[O:27])[C@@H:16]([NH:28]C(OC(C)(C)C)=O)[CH2:15][C:14]2=[CH:36][CH:37]=[C:11]([CH:12]=[CH:13]2)[O:10][CH2:9][CH2:8][CH2:7][CH2:6]1)=[O:4].[ClH:38], predict the reaction product. The product is: [ClH:38].[CH3:1][O:2][C:3]([C@H:5]1[NH:21][C:20](=[O:22])[C@H:19]([CH2:23][CH:24]([CH3:26])[CH3:25])[NH:18][C:17](=[O:27])[C@@H:16]([NH2:28])[CH2:15][C:14]2=[CH:36][CH:37]=[C:11]([CH:12]=[CH:13]2)[O:10][CH2:9][CH2:8][CH2:7][CH2:6]1)=[O:4]. (7) The product is: [CH2:9]([O:8][P:4]([C:2]([F:3])([F:1])[CH:21]([OH:20])[C:22]([N:35]1[C:43]2[C:38](=[C:39]([NH:44][C:45](=[O:51])[O:46][C:47]([CH3:49])([CH3:48])[CH3:50])[CH:40]=[CH:41][CH:42]=2)[CH:37]=[N:36]1)([C:25]1[CH:30]=[CH:29][C:28]([C:31]([F:33])([F:32])[F:34])=[CH:27][CH:26]=1)[CH2:23][CH3:24])([O:5][CH2:6][CH3:7])=[O:11])[CH3:10]. Given the reactants [F:1][CH:2]([P:4](=[O:11])([O:8][CH2:9][CH3:10])[O:5][CH2:6][CH3:7])[F:3].[Li+].CC([N-]C(C)C)C.[O:20]=[CH:21][C:22]([N:35]1[C:43]2[C:38](=[C:39]([NH:44][C:45](=[O:51])[O:46][C:47]([CH3:50])([CH3:49])[CH3:48])[CH:40]=[CH:41][CH:42]=2)[CH:37]=[N:36]1)([C:25]1[CH:30]=[CH:29][C:28]([C:31]([F:34])([F:33])[F:32])=[CH:27][CH:26]=1)[CH2:23][CH3:24], predict the reaction product.